This data is from Full USPTO retrosynthesis dataset with 1.9M reactions from patents (1976-2016). The task is: Predict the reactants needed to synthesize the given product. Given the product [CH3:2][C:1]1([CH3:3])[O:8][C@@H:7]([C:9]2[N:10]=[CH:11][C:12]([NH:15][C:16](=[O:21])[C:17]([CH3:20])([CH3:19])[CH3:18])=[N:13][CH:14]=2)[CH2:6][O:5]1, predict the reactants needed to synthesize it. The reactants are: [C:1]([O:5][CH2:6][C@H:7]([C:9]1[N:10]=[CH:11][C:12]([NH:15][C:16](=[O:21])[C:17]([CH3:20])([CH3:19])[CH3:18])=[N:13][CH:14]=1)[OH:8])(C)([CH3:3])[CH3:2].FC(F)(F)C(O)=O.COC(OC)(C)C.[OH-].[Na+].C(OC(C)C)(C)C.[CH2-]C(C)=O.